This data is from Catalyst prediction with 721,799 reactions and 888 catalyst types from USPTO. The task is: Predict which catalyst facilitates the given reaction. (1) Reactant: C([C:3]1[CH:11]=[CH:10][C:6]([C:7]([OH:9])=O)=[CH:5][CH:4]=1)#N.[NH2:12][CH2:13][CH2:14][CH:15]([C:23]1[CH:32]=[CH:31][C:26]([C:27]([NH:29][CH3:30])=[O:28])=[CH:25][CH:24]=1)[C:16]1[CH:21]=[CH:20][C:19]([F:22])=[CH:18][CH:17]=1.C1C=CC2N(O)N=[N:39][C:37]=2C=1.C(Cl)CCl.C(N(C(C)C)CC)(C)C. Product: [F:22][C:19]1[CH:18]=[CH:17][C:16]([CH:15]([C:23]2[CH:32]=[CH:31][C:26]([C:27](=[O:28])[NH:29][CH3:30])=[CH:25][CH:24]=2)[CH2:14][CH2:13][NH:12][C:7](=[O:9])[C:6]2[C:5]([C:37]#[N:39])=[CH:4][CH:3]=[CH:11][CH:10]=2)=[CH:21][CH:20]=1. The catalyst class is: 18. (2) Reactant: C[O:2][C:3](=O)[CH2:4][C:5]1[CH:10]=[C:9]([O:11][CH3:12])[C:8]([O:13][CH2:14][C:15]2[CH:20]=[CH:19][CH:18]=[CH:17][CH:16]=2)=[C:7]([O:21][CH3:22])[CH:6]=1.[H-].[H-].[H-].[H-].[Li+].[Al+3]. Product: [CH2:14]([O:13][C:8]1[C:9]([O:11][CH3:12])=[CH:10][C:5]([CH2:4][CH2:3][OH:2])=[CH:6][C:7]=1[O:21][CH3:22])[C:15]1[CH:16]=[CH:17][CH:18]=[CH:19][CH:20]=1. The catalyst class is: 1. (3) Reactant: [Br:1][C:2]1[CH:3]=[C:4]([N:8]2[CH:19]([CH2:20]I)[CH2:18][C:17]3[C:22]4[C:9]2=[N:10][CH:11]=[N:12][C:13]=4[CH:14]=[C:15]([O:25][CH3:26])[C:16]=3[O:23][CH3:24])[CH:5]=[CH:6][CH:7]=1.C1CCN2C(=NCCC2)CC1. Product: [Br:1][C:2]1[CH:3]=[C:4]([N:8]2[C:19]([CH3:20])=[CH:18][C:17]3[C:22]4[C:9]2=[N:10][CH:11]=[N:12][C:13]=4[CH:14]=[C:15]([O:25][CH3:26])[C:16]=3[O:23][CH3:24])[CH:5]=[CH:6][CH:7]=1. The catalyst class is: 648. (4) Reactant: C[O:2][C:3](=[O:41])[CH2:4][O:5][C:6]1[CH:11]=[CH:10][C:9]([O:12][CH2:13][C:14]#[C:15][C:16]2[CH:21]=[C:20]([C:22]#[C:23][CH2:24][N:25]3[CH2:30][CH2:29][O:28][CH2:27][CH2:26]3)[CH:19]=[C:18]([C:31]#[C:32][C:33]3[CH:38]=[CH:37][C:36]([Cl:39])=[CH:35][CH:34]=3)[CH:17]=2)=[CH:8][C:7]=1[CH3:40].[Li+].[OH-].O.Cl. Product: [Cl:39][C:36]1[CH:37]=[CH:38][C:33]([C:32]#[C:31][C:18]2[CH:17]=[C:16]([C:15]#[C:14][CH2:13][O:12][C:9]3[CH:10]=[CH:11][C:6]([O:5][CH2:4][C:3]([OH:41])=[O:2])=[C:7]([CH3:40])[CH:8]=3)[CH:21]=[C:20]([C:22]#[C:23][CH2:24][N:25]3[CH2:26][CH2:27][O:28][CH2:29][CH2:30]3)[CH:19]=2)=[CH:34][CH:35]=1. The catalyst class is: 36. (5) Reactant: [CH3:1][C:2]([N:5]1[C:9]([NH2:10])=[CH:8][C:7]([CH3:11])=[N:6]1)([CH3:4])[CH3:3].[CH:12]1(/[C:15](/O)=[CH:16]/[C:17](=O)[C:18]([O:20][CH2:21][CH3:22])=[O:19])[CH2:14][CH2:13]1. Product: [CH:12]1([C:15]2[CH:16]=[C:17]([C:18]([O:20][CH2:21][CH3:22])=[O:19])[C:8]3[C:7]([CH3:11])=[N:6][N:5]([C:2]([CH3:1])([CH3:3])[CH3:4])[C:9]=3[N:10]=2)[CH2:13][CH2:14]1. The catalyst class is: 15. (6) Reactant: [O-]CC.[K+:4].[C:5]([O:12][CH2:13][CH3:14])(=[O:11])[C:6]([O:8]CC)=O.[CH2:15]([N:22]([CH2:33][C:34]1[CH:39]=[CH:38][CH:37]=[CH:36][CH:35]=1)[C:23]1[CH:28]=[C:27]([CH3:29])[C:26]([N+:30]([O-:32])=[O:31])=[CH:25][N:24]=1)[C:16]1[CH:21]=[CH:20][CH:19]=[CH:18][CH:17]=1. Product: [CH2:33]([N:22]([CH2:15][C:16]1[CH:21]=[CH:20][CH:19]=[CH:18][CH:17]=1)[C:23]1[CH:28]=[C:27](/[CH:29]=[C:6](\[O-:8])/[C:5]([O:12][CH2:13][CH3:14])=[O:11])[C:26]([N+:30]([O-:32])=[O:31])=[CH:25][N:24]=1)[C:34]1[CH:35]=[CH:36][CH:37]=[CH:38][CH:39]=1.[K+:4]. The catalyst class is: 27.